Dataset: Forward reaction prediction with 1.9M reactions from USPTO patents (1976-2016). Task: Predict the product of the given reaction. The product is: [Cl:15][C:4]1[CH:5]=[C:6]2[C:10](=[C:2]([C:21]3[CH:22]=[CH:23][C:18]([C:17]([F:28])([F:27])[F:16])=[CH:19][CH:20]=3)[CH:3]=1)[NH:9][C:8]([C:11]([NH2:13])=[O:12])=[C:7]2[CH3:14]. Given the reactants Br[C:2]1[CH:3]=[C:4]([Cl:15])[CH:5]=[C:6]2[C:10]=1[NH:9][C:8]([C:11]([NH2:13])=[O:12])=[C:7]2[CH3:14].[F:16][C:17]([F:28])([F:27])[C:18]1[CH:23]=[CH:22][C:21](B(O)O)=[CH:20][CH:19]=1, predict the reaction product.